This data is from Reaction yield outcomes from USPTO patents with 853,638 reactions. The task is: Predict the reaction yield, written as a fraction of the theoretical maximum amount of product (1.0 means a 100% yield; for example, 0.34 means a 34% yield). (1) The reactants are [NH2:1][C:2]1[S:3][CH:4]=[C:5]([C:7]2[CH:14]=[CH:13][C:10]([C:11]#[N:12])=[CH:9][CH:8]=2)[N:6]=1.[H-].[Na+].Cl[C:18]([O:20][CH2:21][CH2:22]Cl)=[O:19].O. The catalyst is O1CCCC1. The product is [O:19]=[C:18]1[N:1]([C:2]2[S:3][CH:4]=[C:5]([C:7]3[CH:8]=[CH:9][C:10]([C:11]#[N:12])=[CH:13][CH:14]=3)[N:6]=2)[CH2:22][CH2:21][O:20]1. The yield is 0.100. (2) The reactants are Cl[C:2]1[N:9]=[CH:8][CH:7]=[CH:6][C:3]=1[C:4]#[N:5].[F:10][C:11]1[CH:16]=[CH:15][C:14]([F:17])=[CH:13][C:12]=1B(O)O. No catalyst specified. The product is [F:10][C:11]1[CH:16]=[CH:15][C:14]([F:17])=[CH:13][C:12]=1[C:2]1[N:9]=[CH:8][CH:7]=[CH:6][C:3]=1[C:4]#[N:5]. The yield is 0.660.